This data is from Catalyst prediction with 721,799 reactions and 888 catalyst types from USPTO. The task is: Predict which catalyst facilitates the given reaction. Reactant: [O:1]([C:9]1[CH:10]=[C:11]2[C:15](=[CH:16][CH:17]=1)[NH:14][CH:13]=[CH:12]2)[Si:2]([C:5]([CH3:8])([CH3:7])[CH3:6])([CH3:4])[CH3:3].[C:18](O[C:18]([O:20][C:21]([CH3:24])([CH3:23])[CH3:22])=[O:19])([O:20][C:21]([CH3:24])([CH3:23])[CH3:22])=[O:19]. Product: [C:21]([O:20][C:18]([N:14]1[C:15]2[C:11](=[CH:10][C:9]([O:1][Si:2]([C:5]([CH3:8])([CH3:7])[CH3:6])([CH3:4])[CH3:3])=[CH:17][CH:16]=2)[CH:12]=[CH:13]1)=[O:19])([CH3:24])([CH3:23])[CH3:22]. The catalyst class is: 230.